From a dataset of Catalyst prediction with 721,799 reactions and 888 catalyst types from USPTO. Predict which catalyst facilitates the given reaction. (1) Reactant: [S:1]1[C:5]2[NH:6][CH:7]=[C:8]([CH2:9][CH2:10][NH2:11])[C:4]=2[CH:3]=[CH:2]1.C([O-])([O-])=O.[K+].[K+].[C:18]([O:22][C:23](O[C:23]([O:22][C:18]([CH3:21])([CH3:20])[CH3:19])=[O:24])=[O:24])([CH3:21])([CH3:20])[CH3:19]. Product: [C:18]([O:22][C:23]([NH:11][CH2:10][CH2:9][C:8]1[C:4]2[CH:3]=[CH:2][S:1][C:5]=2[NH:6][CH:7]=1)=[O:24])([CH3:21])([CH3:20])[CH3:19]. The catalyst class is: 95. (2) Reactant: [NH2:1][C:2]1[CH:3]=[C:4]([C:8]2[O:9][C:10]([CH3:28])=[C:11]([C:13]([N:15]([CH2:23][C:24]([O:26][CH3:27])=[O:25])[CH2:16][C:17]3[CH:22]=[CH:21][CH:20]=[CH:19][N:18]=3)=[O:14])[N:12]=2)[CH:5]=[CH:6][CH:7]=1.C(N(CC)CC)C.[CH:36]1([C:39](Cl)=[O:40])[CH2:38][CH2:37]1. Product: [CH:36]1([C:39]([NH:1][C:2]2[CH:3]=[C:4]([C:8]3[O:9][C:10]([CH3:28])=[C:11]([C:13]([N:15]([CH2:23][C:24]([O:26][CH3:27])=[O:25])[CH2:16][C:17]4[CH:22]=[CH:21][CH:20]=[CH:19][N:18]=4)=[O:14])[N:12]=3)[CH:5]=[CH:6][CH:7]=2)=[O:40])[CH2:38][CH2:37]1. The catalyst class is: 4. (3) Reactant: NCCC[OH:5].C1C(=O)N(OC(CC[S:18][S:19][C:20]2[N:25]=[CH:24][CH:23]=[CH:22][CH:21]=2)=O)C(=O)C1.OP(O)(O)=O. Product: [N:25]1[CH:24]=[CH:23][CH:22]=[CH:21][C:20]=1[S:19][S:18][OH:5]. The catalyst class is: 812. (4) Reactant: Cl.[Cl:2][C:3]1[CH:8]=[CH:7][CH:6]=[CH:5][C:4]=1[N:9]1[CH:13]([C:14]2[CH:19]=[CH:18][C:17]([N:20]3[CH2:25][CH2:24][NH:23][CH2:22][CH2:21]3)=[CH:16][CH:15]=2)[CH2:12][C:11]([C:26]([C:32]([F:35])([F:34])[F:33])([C:28]([F:31])([F:30])[F:29])[OH:27])=[N:10]1.[OH:36][C:37]([CH3:42])([CH3:41])[C:38](O)=[O:39].C1C=CC2N(O)N=NC=2C=1.CCN=C=NCCCN(C)C.C(N(CC)CC)C. Product: [Cl:2][C:3]1[CH:8]=[CH:7][CH:6]=[CH:5][C:4]=1[N:9]1[CH:13]([C:14]2[CH:15]=[CH:16][C:17]([N:20]3[CH2:25][CH2:24][N:23]([C:38](=[O:39])[C:37]([OH:36])([CH3:42])[CH3:41])[CH2:22][CH2:21]3)=[CH:18][CH:19]=2)[CH2:12][C:11]([C:26]([C:28]([F:31])([F:30])[F:29])([C:32]([F:33])([F:35])[F:34])[OH:27])=[N:10]1. The catalyst class is: 4.